Dataset: Aqueous solubility values for 9,982 compounds from the AqSolDB database. Task: Regression/Classification. Given a drug SMILES string, predict its absorption, distribution, metabolism, or excretion properties. Task type varies by dataset: regression for continuous measurements (e.g., permeability, clearance, half-life) or binary classification for categorical outcomes (e.g., BBB penetration, CYP inhibition). For this dataset (solubility_aqsoldb), we predict Y. (1) The molecule is Nc1nc(N)nc(NC2CC2)n1. The Y is -1.18 log mol/L. (2) The compound is CCOC(=O)C1(c2ccccc2)CCN(C)CC1. The Y is -1.89 log mol/L.